From a dataset of Forward reaction prediction with 1.9M reactions from USPTO patents (1976-2016). Predict the product of the given reaction. (1) Given the reactants [CH2:1]([N:5]1[C:13]([N:14]2[CH2:19][CH2:18][NH:17][CH2:16][CH2:15]2)=[N:12][C:11]2[C:6]1=[N:7][C:8]([C:27]1[CH:28]=[N:29][C:30]([NH2:33])=[N:31][CH:32]=1)=[N:9][C:10]=2[N:20]1[CH2:25][CH2:24][O:23][CH2:22][C@@H:21]1[CH3:26])[CH:2]([CH3:4])[CH3:3].[OH:34][C@@H:35]([CH3:40])[CH2:36][C:37](O)=[O:38].ON1C2C=CC=CC=2N=N1.Cl.C(N=C=NCCCN(C)C)C.C(N(CC)CC)C.C(=O)([O-])O.[Na+], predict the reaction product. The product is: [NH2:33][C:30]1[N:31]=[CH:32][C:27]([C:8]2[N:7]=[C:6]3[C:11]([N:12]=[C:13]([N:14]4[CH2:19][CH2:18][N:17]([C:37](=[O:38])[CH2:36][C@@H:35]([OH:34])[CH3:40])[CH2:16][CH2:15]4)[N:5]3[CH2:1][CH:2]([CH3:4])[CH3:3])=[C:10]([N:20]3[CH2:25][CH2:24][O:23][CH2:22][C@@H:21]3[CH3:26])[N:9]=2)=[CH:28][N:29]=1. (2) Given the reactants [CH3:1][C:2]1[N:3]=[CH:4][N:5]([C:7]2[CH:14]=[CH:13][C:12]([O:15][C:16]([F:19])([F:18])[F:17])=[CH:11][C:8]=2[C:9]#[N:10])[CH:6]=1.[CH3:20][N+:21]([CH3:23])=[CH2:22].[I-], predict the reaction product. The product is: [CH3:20][N:21]([CH2:23][C:6]1[N:5]([C:7]2[CH:14]=[CH:13][C:12]([O:15][C:16]([F:19])([F:17])[F:18])=[CH:11][C:8]=2[C:9]#[N:10])[CH:4]=[N:3][C:2]=1[CH3:1])[CH3:22].